Dataset: Full USPTO retrosynthesis dataset with 1.9M reactions from patents (1976-2016). Task: Predict the reactants needed to synthesize the given product. (1) Given the product [F:30][CH:28]([F:29])[CH2:27][NH:26][C:20]1[N:21]=[C:22]2[CH2:23][CH:24]([CH3:25])[NH:15][CH2:16][C:17]2=[N:18][C:19]=1[N:31]1[CH2:32][CH2:33][CH:34]([O:37][C:38]2[CH:43]=[CH:42][C:41]([F:44])=[CH:40][C:39]=2[F:45])[CH2:35][CH2:36]1.[C:2]([OH:3])([C:4]([F:7])([F:6])[F:5])=[O:1], predict the reactants needed to synthesize it. The reactants are: [OH:1][C:2]([C:4]([F:7])([F:6])[F:5])=[O:3].C([N:15]1[CH:24]([CH3:25])[CH2:23][C:22]2[C:17](=[N:18][C:19]([N:31]3[CH2:36][CH2:35][CH:34]([O:37][C:38]4[CH:43]=[CH:42][C:41]([F:44])=[CH:40][C:39]=4[F:45])[CH2:33][CH2:32]3)=[C:20]([NH:26][CH2:27][CH:28]([F:30])[F:29])[N:21]=2)[CH2:16]1)C1C=CC=CC=1. (2) Given the product [CH:39]1([CH2:42][O:31][CH2:30][C:19]2[CH:18]=[C:17]([C:15]3[O:14][N:13]=[C:12]([C:10]4[CH:9]=[CH:8][C:3]([C:4]([OH:6])=[O:5])=[C:2]([F:1])[CH:11]=4)[N:16]=3)[CH:22]=[CH:21][C:20]=2[C:23]2[CH:28]=[CH:27][CH:26]=[CH:25][C:24]=2[CH3:29])[CH2:41][CH2:40]1, predict the reactants needed to synthesize it. The reactants are: [F:1][C:2]1[CH:11]=[C:10]([C:12]2[N:16]=[C:15]([C:17]3[CH:22]=[CH:21][C:20]([C:23]4[CH:28]=[CH:27][CH:26]=[CH:25][C:24]=4[CH3:29])=[C:19]([CH2:30][O:31]S(C)(=O)=O)[CH:18]=3)[O:14][N:13]=2)[CH:9]=[CH:8][C:3]=1[C:4]([O:6]C)=[O:5].[OH-].[Na+].Cl.[CH:39]1([CH2:42]O)[CH2:41][CH2:40]1. (3) Given the product [CH:14]([C:11]1[N:10]=[C:9]([O:17][CH3:18])[C:8]([C:7]2[N:6]=[C:5]3[C:19]([CH3:28])=[CH:20][N:21]([C@@H:22]([CH3:25])[CH:23]([O:31][CH3:30])[CH3:24])[C:4]3=[CH:3][CH:2]=2)=[CH:13][CH:12]=1)([CH3:15])[CH3:16], predict the reactants needed to synthesize it. The reactants are: Br[C:2]1[CH:3]=[C:4]2[N:21]([C@H:22]([CH2:25]OC)[CH2:23][CH3:24])[CH:20]=[C:19]([CH3:28])[C:5]2=[N:6][C:7]=1[C:8]1[C:9]([O:17][CH3:18])=[N:10][C:11]([CH:14]([CH3:16])[CH3:15])=[CH:12][CH:13]=1.C[CH2:30][OH:31]. (4) Given the product [CH:5]1[C:10]2[NH:11][C:12]3[C:17](=[CH:16][CH:15]=[CH:14][CH:13]=3)[C:9]=2[CH:8]=[CH:7][N:6]=1, predict the reactants needed to synthesize it. The reactants are: C([CH:5]1[C:10]2[NH:11][C:12]3[C:17]([C:9]=2[CH2:8][C@H:7](C2NC=C(C4C=CC=CC=4)N=2)[NH:6]1)=[CH:16][CH:15]=[CH:14][CH:13]=3)CCC. (5) Given the product [CH:1]1([N:4]([CH2:37][C:38]2[CH:43]=[C:42]([O:44][CH2:45][CH2:46][CH2:47][S:48]([CH3:51])(=[O:49])=[O:50])[N+:41]([O-:62])=[C:40]([CH2:52][CH2:53][CH2:54][O:55][CH3:56])[CH:39]=2)[C:5](=[O:36])[CH:6]([CH2:16][C:17]2[CH:22]=[CH:21][C:20]([O:23][CH2:24][CH2:25][O:26][C:27]3[C:32]([Cl:33])=[CH:31][C:30]([CH3:34])=[CH:29][C:28]=3[Cl:35])=[CH:19][CH:18]=2)[CH2:7][NH:8][C:9](=[O:15])[O:10][C:11]([CH3:13])([CH3:14])[CH3:12])[CH2:2][CH2:3]1, predict the reactants needed to synthesize it. The reactants are: [CH:1]1([N:4]([CH2:37][C:38]2[CH:43]=[C:42]([O:44][CH2:45][CH2:46][CH2:47][S:48]([CH3:51])(=[O:50])=[O:49])[N:41]=[C:40]([CH2:52][CH2:53][CH2:54][O:55][CH3:56])[CH:39]=2)[C:5](=[O:36])[CH:6]([CH2:16][C:17]2[CH:22]=[CH:21][C:20]([O:23][CH2:24][CH2:25][O:26][C:27]3[C:32]([Cl:33])=[CH:31][C:30]([CH3:34])=[CH:29][C:28]=3[Cl:35])=[CH:19][CH:18]=2)[CH2:7][NH:8][C:9](=[O:15])[O:10][C:11]([CH3:14])([CH3:13])[CH3:12])[CH2:3][CH2:2]1.ClC1C=C(C=CC=1)C(OO)=[O:62]. (6) Given the product [N+:11]([C:7]1[CH:6]=[C:5]([C:14]2[C:18]([C:19]3[C:20]([C:25]([F:28])([F:27])[F:26])=[N:21][CH:22]=[CH:23][CH:24]=3)=[CH:17][O:16][N:15]=2)[CH:4]=[C:3]([OH:2])[C:8]=1[OH:9])([O-:13])=[O:12], predict the reactants needed to synthesize it. The reactants are: C[O:2][C:3]1[CH:4]=[C:5]([C:14]2[C:18]([C:19]3[C:20]([C:25]([F:28])([F:27])[F:26])=[N:21][CH:22]=[CH:23][CH:24]=3)=[CH:17][O:16][N:15]=2)[CH:6]=[C:7]([N+:11]([O-:13])=[O:12])[C:8]=1[O:9]C.B(Br)(Br)Br.